This data is from Full USPTO retrosynthesis dataset with 1.9M reactions from patents (1976-2016). The task is: Predict the reactants needed to synthesize the given product. (1) The reactants are: C(N(CC)CC)C.[S:8]1[CH:12]=[CH:11][CH:10]=[C:9]1[S:13](Cl)(=[O:15])=[O:14].[Cl:17][C:18]1[CH:23]=[CH:22][C:21]([CH:24]([C:30]2[CH:35]=[CH:34][C:33]([Cl:36])=[CH:32][CH:31]=2)[N:25]2[CH2:28][CH:27]([NH2:29])[CH2:26]2)=[CH:20][CH:19]=1. Given the product [Cl:17][C:18]1[CH:23]=[CH:22][C:21]([CH:24]([C:30]2[CH:35]=[CH:34][C:33]([Cl:36])=[CH:32][CH:31]=2)[N:25]2[CH2:26][CH:27]([NH:29][S:13]([C:9]3[S:8][CH:12]=[CH:11][CH:10]=3)(=[O:15])=[O:14])[CH2:28]2)=[CH:20][CH:19]=1, predict the reactants needed to synthesize it. (2) Given the product [CH3:9][NH:10][C:2]1[C:7]([CH3:8])=[N:6][CH:5]=[CH:4][N:3]=1, predict the reactants needed to synthesize it. The reactants are: Cl[C:2]1[C:7]([CH3:8])=[N:6][CH:5]=[CH:4][N:3]=1.[CH3:9][NH2:10]. (3) Given the product [Cl:8][C:6]1[N:5]=[C:4]([O:9][CH2:10][C:11]([F:14])([F:13])[F:12])[N:3]=[C:2]([NH:15][C:16]2[CH:28]=[CH:27][C:19]([C:20]([O:22][C:23]([CH3:24])([CH3:25])[CH3:26])=[O:21])=[CH:18][CH:17]=2)[N:7]=1, predict the reactants needed to synthesize it. The reactants are: Cl[C:2]1[N:7]=[C:6]([Cl:8])[N:5]=[C:4]([O:9][CH2:10][C:11]([F:14])([F:13])[F:12])[N:3]=1.[NH2:15][C:16]1[CH:28]=[CH:27][C:19]([C:20]([O:22][C:23]([CH3:26])([CH3:25])[CH3:24])=[O:21])=[CH:18][CH:17]=1.CCN(C(C)C)C(C)C.